Dataset: Forward reaction prediction with 1.9M reactions from USPTO patents (1976-2016). Task: Predict the product of the given reaction. Given the reactants Br[C:2]1[C:7]([O:8][C:9](=O)[CH3:10])=[CH:6][CH:5]=[CH:4][N:3]=1.[Si](C#C)(C)(C)C, predict the reaction product. The product is: [O:8]1[C:7]2[C:2](=[N:3][CH:4]=[CH:5][CH:6]=2)[CH:10]=[CH:9]1.